Predict the reaction yield, written as a fraction of the theoretical maximum amount of product (1.0 means a 100% yield; for example, 0.34 means a 34% yield). From a dataset of Reaction yield outcomes from USPTO patents with 853,638 reactions. (1) The reactants are [CH2:1]([Li])[CH2:2][CH2:3][CH3:4].O=O.Br[C:9]1[CH:14]=[CH:13][C:12]([Cl:15])=[C:11]([CH2:16][C:17]2[CH:22]=[CH:21][C:20]([O:23][CH3:24])=[CH:19][CH:18]=2)[CH:10]=1.CON(C)[C:28](=[O:80])[C@H:29]([O:72]CC1C=CC=CC=1)[C@@H:30]([O:64][CH2:65][C:66]1[CH:71]=[CH:70][CH:69]=[CH:68][CH:67]=1)[C@H:31]([O:56][CH2:57][C:58]1[CH:63]=[CH:62][CH:61]=[CH:60][CH:59]=1)[C:32]([OH:55])([CH2:44][O:45][CH2:46][C:47]1[CH:52]=[CH:51][C:50]([O:53][CH3:54])=[CH:49][CH:48]=1)[CH2:33][O:34][CH2:35][C:36]1[CH:41]=[CH:40][C:39]([O:42][CH3:43])=[CH:38][CH:37]=1.[Al].O1C[CH2:86][CH2:85][CH2:84]1. The catalyst is C(OCC)C. The product is [CH2:1]([O:72][CH:29]1[C@@H:30]([O:64][CH2:65][C:66]2[CH:67]=[CH:68][CH:69]=[CH:70][CH:71]=2)[C@H:31]([O:56][CH2:57][C:58]2[CH:63]=[CH:62][CH:61]=[CH:60][CH:59]=2)[C:32]([CH2:44][O:45][CH2:46][C:47]2[CH:48]=[CH:49][C:50]([O:53][CH3:54])=[CH:51][CH:52]=2)([CH2:33][O:34][CH2:35][C:36]2[CH:37]=[CH:38][C:39]([O:42][CH3:43])=[CH:40][CH:41]=2)[O:55][C:28]1([C:9]1[CH:14]=[CH:13][C:12]([Cl:15])=[C:11]([CH2:16][C:17]2[CH:22]=[CH:21][C:20]([O:23][CH3:24])=[CH:19][CH:18]=2)[CH:10]=1)[OH:80])[C:2]1[CH:86]=[CH:85][CH:84]=[CH:4][CH:3]=1. The yield is 0.710. (2) The reactants are Br[CH2:2][C:3]1[C:4]([C:16]2[CH:21]=[CH:20][CH:19]=[CH:18][CH:17]=2)=[N:5][C:6]2[C:11]([C:12]=1[C:13]([O-:15])=[O:14])=[CH:10][CH:9]=[CH:8][CH:7]=2.[N-:22]=[N+:23]=[N-:24].[Na+].[CH2:26]1COCC1.CN(C=O)C. No catalyst specified. The product is [N:22]([CH2:2][C:3]1[C:4]([C:16]2[CH:21]=[CH:20][CH:19]=[CH:18][CH:17]=2)=[N:5][C:6]2[C:11]([C:12]=1[C:13]([O:15][CH3:26])=[O:14])=[CH:10][CH:9]=[CH:8][CH:7]=2)=[N+:23]=[N-:24]. The yield is 0.997. (3) The reactants are [Br:1][C:2]1[CH:3]=[C:4]([NH:10][C:11]2[N:16]=[CH:15][C:14](N3CCN(C(OC(C)(C)C)=O)C[C@@H]3C)=[CH:13]C=2)[C:5](=[O:9])[N:6]([CH3:8])[CH:7]=1.[CH3:31][N:32]1CCC2N=C(N)[S:40][C:34]=2[CH2:33]1.BrC1C(=O)N(C)C=C(Br)C=1. No catalyst specified. The product is [Br:1][C:2]1[CH:3]=[C:4]([NH:10][C:11]2[S:40][C:34]3[CH2:33][N:32]([CH3:31])[CH2:13][CH2:14][C:15]=3[N:16]=2)[C:5](=[O:9])[N:6]([CH3:8])[CH:7]=1. The yield is 0.440. (4) The reactants are [N:1]12[CH2:8][CH2:7][C:4]([C:9]([C:17]3[CH:22]=[CH:21][CH:20]=[CH:19][CH:18]=3)([C:11]3[CH:16]=[CH:15][CH:14]=[CH:13][CH:12]=3)[OH:10])([CH2:5][CH2:6]1)[CH2:3][CH2:2]2.[Br:23][CH2:24][CH2:25][OH:26]. The catalyst is CC#N. The product is [Br-:23].[OH:10][C:9]([C:17]1[CH:22]=[CH:21][CH:20]=[CH:19][CH:18]=1)([C:11]1[CH:12]=[CH:13][CH:14]=[CH:15][CH:16]=1)[C:4]12[CH2:5][CH2:6][N+:1]([CH2:24][CH2:25][OH:26])([CH2:2][CH2:3]1)[CH2:8][CH2:7]2. The yield is 0.601. (5) The reactants are [F:1][C:2]1[CH:7]=[CH:6][C:5]([C@@H:8]2[CH2:13][CH:12]=[CH:11][CH2:10][C@H:9]2[C:14]([OH:16])=[O:15])=[CH:4][CH:3]=1. The catalyst is CO.[Pd]. The product is [F:1][C:2]1[CH:3]=[CH:4][C:5]([C@@H:8]2[CH2:13][CH2:12][CH2:11][CH2:10][C@H:9]2[C:14]([OH:16])=[O:15])=[CH:6][CH:7]=1. The yield is 0.970. (6) The reactants are O1CCOCC1.Cl[C:8]1[CH:13]=[C:12]([CH:14]([S:23][C:24]2[CH:29]=[CH:28][C:27]([Cl:30])=[CH:26][CH:25]=2)[C:15]2[CH:20]=[C:19]([F:21])[CH:18]=[CH:17][C:16]=2[F:22])[C:11]([Cl:31])=[CH:10][N:9]=1.[NH2:32][CH2:33][CH2:34][C:35]1[CH:40]=[CH:39][N:38]=[CH:37][CH:36]=1. The catalyst is CO. The product is [Cl:31][C:11]1[C:12]([CH:14]([S:23][C:24]2[CH:25]=[CH:26][C:27]([Cl:30])=[CH:28][CH:29]=2)[C:15]2[CH:20]=[C:19]([F:21])[CH:18]=[CH:17][C:16]=2[F:22])=[CH:13][C:8]([NH:32][CH2:33][CH2:34][C:35]2[CH:40]=[CH:39][N:38]=[CH:37][CH:36]=2)=[N:9][CH:10]=1. The yield is 0.430. (7) The product is [CH3:1][N:2]([CH2:7][C:8]1[C:16]2[C:11](=[C:12]([CH3:17])[CH:13]=[CH:14][CH:15]=2)[N:10]([CH3:18])[C:9]=1[CH3:19])[C:3](=[O:6])/[CH:4]=[CH:5]/[C:21]1[CH:30]=[N:29][C:28]2[NH:27][C:26](=[O:31])[CH2:25][CH2:24][C:23]=2[CH:22]=1. The reactants are [CH3:1][N:2]([CH2:7][C:8]1[C:16]2[C:11](=[C:12]([CH3:17])[CH:13]=[CH:14][CH:15]=2)[N:10]([CH3:18])[C:9]=1[CH3:19])[C:3](=[O:6])[CH:4]=[CH2:5].Br[C:21]1[CH:22]=[C:23]2[C:28](=[N:29][CH:30]=1)[NH:27][C:26](=[O:31])[CH2:25][CH2:24]2.CCN(C(C)C)C(C)C.C1(C)C=CC=CC=1P(C1C=CC=CC=1C)C1C=CC=CC=1C. The yield is 0.250. The catalyst is C(#N)CC.CC([O-])=O.CC([O-])=O.[Pd+2]. (8) The reactants are [Cl:1][C:2]1[CH:3]=[C:4]([C:9]2([C:15]([OH:17])=O)[CH2:14][CH2:13][CH2:12][CH2:11][CH2:10]2)[CH:5]=[CH:6][C:7]=1[Cl:8].[CH:18]1([NH2:21])[CH2:20][CH2:19]1. No catalyst specified. The product is [Cl:1][C:2]1[CH:3]=[C:4]([C:9]2([C:15]([NH:21][CH:18]3[CH2:20][CH2:19]3)=[O:17])[CH2:10][CH2:11][CH2:12][CH2:13][CH2:14]2)[CH:5]=[CH:6][C:7]=1[Cl:8]. The yield is 0.250.